From a dataset of CYP3A4 inhibition data for predicting drug metabolism from PubChem BioAssay. Regression/Classification. Given a drug SMILES string, predict its absorption, distribution, metabolism, or excretion properties. Task type varies by dataset: regression for continuous measurements (e.g., permeability, clearance, half-life) or binary classification for categorical outcomes (e.g., BBB penetration, CYP inhibition). Dataset: cyp3a4_veith. The drug is Cc1noc(NS(=O)(=O)c2ccc(N/C=C\C(=O)c3ccc4c(c3)OCO4)cc2)c1C. The result is 1 (inhibitor).